The task is: Regression/Classification. Given a drug SMILES string, predict its absorption, distribution, metabolism, or excretion properties. Task type varies by dataset: regression for continuous measurements (e.g., permeability, clearance, half-life) or binary classification for categorical outcomes (e.g., BBB penetration, CYP inhibition). Dataset: cyp2c19_veith.. This data is from CYP2C19 inhibition data for predicting drug metabolism from PubChem BioAssay. The molecule is OC[C@@H](O)CNc1ncnc2ccccc12. The result is 0 (non-inhibitor).